This data is from Reaction yield outcomes from USPTO patents with 853,638 reactions. The task is: Predict the reaction yield, written as a fraction of the theoretical maximum amount of product (1.0 means a 100% yield; for example, 0.34 means a 34% yield). (1) The yield is 0.740. The catalyst is CN(C=O)C.O. The reactants are [NH2:1][C:2]1[C:10]([NH2:11])=[CH:9][CH:8]=[CH:7][C:3]=1[C:4]([OH:6])=[O:5].[F:12][C:13]([F:23])([F:22])[C:14]1[CH:21]=[CH:20][CH:19]=[CH:18][C:15]=1[CH:16]=O.S(S([O-])=O)([O-])(=O)=O.[Na+].[Na+]. The product is [F:12][C:13]([F:22])([F:23])[C:14]1[CH:21]=[CH:20][CH:19]=[CH:18][C:15]=1[C:16]1[NH:11][C:10]2[CH:9]=[CH:8][CH:7]=[C:3]([C:4]([OH:6])=[O:5])[C:2]=2[N:1]=1. (2) The reactants are ClC(Cl)(Cl)C[O:4][C:5](=O)[NH:6][C:7]1[N:8]([C:16]2[CH:17]=[N:18][CH:19]=[C:20]([O:22][CH2:23][CH2:24][OH:25])[CH:21]=2)[N:9]=[C:10]([C:12]([CH3:15])([CH3:14])[CH3:13])[CH:11]=1.[CH3:29][C@H:30]1[CH2:35][CH2:34][CH2:33][CH2:32][N:31]1[C:36]1[N:40]2[CH:41]=[C:42]([O:45][C@H:46]3[C:55]4[C:50](=[CH:51][CH:52]=[CH:53][CH:54]=4)[C@@H:49]([NH2:56])[CH2:48][CH2:47]3)[CH:43]=[CH:44][C:39]2=[N:38][N:37]=1.CCN(C(C)C)C(C)C. The catalyst is O1CCOCC1. The product is [C:12]([C:10]1[CH:11]=[C:7]([NH:6][C:5]([NH:56][C@@H:49]2[C:50]3[C:55](=[CH:54][CH:53]=[CH:52][CH:51]=3)[C@H:46]([O:45][C:42]3[CH:43]=[CH:44][C:39]4[N:40]([C:36]([N:31]5[CH2:32][CH2:33][CH2:34][CH2:35][C@@H:30]5[CH3:29])=[N:37][N:38]=4)[CH:41]=3)[CH2:47][CH2:48]2)=[O:4])[N:8]([C:16]2[CH:17]=[N:18][CH:19]=[C:20]([O:22][CH2:23][CH2:24][OH:25])[CH:21]=2)[N:9]=1)([CH3:15])([CH3:13])[CH3:14]. The yield is 0.810. (3) The reactants are [Br:1][C:2]1[CH:25]=[CH:24][C:5]2[N:6]([C:20]([CH3:23])([CH3:22])[CH3:21])[C:7]([C:9]3[CH:14]=[CH:13][CH:12]=[CH:11][C:10]=3[C:15]3[N:16]=[N:17][NH:18][N:19]=3)=[N:8][C:4]=2[CH:3]=1.IC.[C:28]([O-])([O-])=O.[K+].[K+]. The catalyst is CN(C=O)C.CCOC(C)=O. The product is [Br:1][C:2]1[CH:25]=[CH:24][C:5]2[N:6]([C:20]([CH3:22])([CH3:21])[CH3:23])[C:7]([C:9]3[CH:14]=[CH:13][CH:12]=[CH:11][C:10]=3[C:15]3[N:16]=[N:17][N:18]([CH3:28])[N:19]=3)=[N:8][C:4]=2[CH:3]=1. The yield is 0.380. (4) The product is [CH2:1]([C:4]12[C:22](=[O:23])[CH:9]3[CH2:10][CH:11]4[C:20]1([CH:7]([CH2:8]3)[CH2:6][O:5]2)[O:19][C:18]1[CH:17]=[CH:16][CH:15]=[CH:14][C:13]=1[C:12]4=[O:21])[CH:2]=[CH2:3]. The yield is 0.390. The catalyst is O1CCCC1. The reactants are [CH2:1]([C:4]12[C:22](=[O:23])[CH:9]3[CH:10]=[C:11]4[C:20]1([CH:7]([CH2:8]3)[CH2:6][O:5]2)[O:19][C:18]1[CH:17]=[CH:16][CH:15]=[CH:14][C:13]=1[C:12]4=[O:21])[CH:2]=[CH2:3].CCC(C)[BH-](C(C)CC)C(C)CC.[Li+]. (5) The reactants are B(F)(F)F.[CH3:5][CH2:6][O:7][CH2:8][CH3:9].[Cl:10][C:11]1[N:16]=[CH:15]C(N)=[CH:13][C:12]=1C.N(OC(C)(C)C)=[O:20]. The catalyst is COCCOC.ClCCl.CCCCC. The product is [C:6]([O:7][C:8]1[CH:15]=[N:16][C:11]([Cl:10])=[C:12]([CH3:13])[CH:9]=1)(=[O:20])[CH3:5]. The yield is 0.620. (6) The reactants are [CH2:1]([P:17]([OH:19])[OH:18])[CH2:2][CH2:3][CH2:4][CH2:5][CH2:6][CH2:7][CH2:8][CH2:9][CH2:10][CH2:11][CH2:12][CH2:13][CH2:14][CH2:15][CH3:16].[OH:20]O. The catalyst is O. The product is [CH2:1]([P:17](=[O:20])([OH:19])[OH:18])[CH2:2][CH2:3][CH2:4][CH2:5][CH2:6][CH2:7][CH2:8][CH2:9][CH2:10][CH2:11][CH2:12][CH2:13][CH2:14][CH2:15][CH3:16]. The yield is 0.970. (7) The reactants are [OH-].[Na+].[CH2:3]([O:5][C:6]1[CH:7]=[C:8]([CH:11]=[CH:12][C:13]=1[OH:14])[CH:9]=O)[CH3:4].Cl.[CH3:16][C:17]([CH3:19])=[O:18]. The catalyst is C(O)C.O. The product is [CH2:3]([O:5][C:6]1[CH:7]=[C:8]([CH:9]=[CH:16][C:17](=[O:18])[CH3:19])[CH:11]=[CH:12][C:13]=1[OH:14])[CH3:4]. The yield is 0.704.